From a dataset of Reaction yield outcomes from USPTO patents with 853,638 reactions. Predict the reaction yield, written as a fraction of the theoretical maximum amount of product (1.0 means a 100% yield; for example, 0.34 means a 34% yield). (1) The reactants are [NH2:1][C:2]1[C:11]2[CH:10]=[CH:9][CH:8]=[C:7](Br)[C:6]=2[N:5]=[C:4]2[CH2:13][N:14]([CH:17]3[CH2:19][CH2:18]3)[C:15](=[O:16])[C:3]=12.[F:20][C:21]1[C:26]([O:27][CH3:28])=[CH:25][CH:24]=[CH:23][C:22]=1B(O)O. No catalyst specified. The product is [NH2:1][C:2]1[C:11]2[CH:10]=[CH:9][CH:8]=[C:7]([C:22]3[CH:23]=[CH:24][CH:25]=[C:26]([O:27][CH3:28])[C:21]=3[F:20])[C:6]=2[N:5]=[C:4]2[CH2:13][N:14]([CH:17]3[CH2:19][CH2:18]3)[C:15](=[O:16])[C:3]=12. The yield is 0.720. (2) The reactants are [Cl:1][C:2]1[CH:6]=[N:5][N:4]([CH:7]([CH3:9])[CH3:8])[C:3]=1[C:10]1[CH:11]=[C:12]([NH2:18])[CH:13]=[CH:14][C:15]=1[O:16][CH3:17].[F:19][C:20]1[CH:21]=[C:22]([N:27]=[C:28]=[O:29])[CH:23]=[CH:24][C:25]=1[F:26]. The catalyst is C(Cl)Cl. The product is [Cl:1][C:2]1[CH:6]=[N:5][N:4]([CH:7]([CH3:9])[CH3:8])[C:3]=1[C:10]1[CH:11]=[C:12]([NH:18][C:28]([NH:27][C:22]2[CH:23]=[CH:24][C:25]([F:26])=[C:20]([F:19])[CH:21]=2)=[O:29])[CH:13]=[CH:14][C:15]=1[O:16][CH3:17]. The yield is 0.350. (3) The reactants are C(N(CC)C(C)C)(C)C.[CH2:10]([N:12]=[C:13]=[O:14])[CH3:11].[Si:15]([O:22][C:23]1[CH:28]=[C:27]([O:29][Si:30]([C:33]([CH3:36])([CH3:35])[CH3:34])([CH3:32])[CH3:31])[CH:26]=[CH:25][C:24]=1[C@H:37]1[CH2:42][CH2:41][C@H:40]([OH:43])[CH2:39][CH2:38]1)([C:18]([CH3:21])([CH3:20])[CH3:19])([CH3:17])[CH3:16]. The catalyst is ClC(Cl)C. The product is [CH2:10]([NH:12][C:13](=[O:14])[O:43][C@H:40]1[CH2:39][CH2:38][C@H:37]([C:24]2[CH:25]=[CH:26][C:27]([O:29][Si:30]([C:33]([CH3:34])([CH3:35])[CH3:36])([CH3:32])[CH3:31])=[CH:28][C:23]=2[O:22][Si:15]([C:18]([CH3:19])([CH3:20])[CH3:21])([CH3:17])[CH3:16])[CH2:42][CH2:41]1)[CH3:11]. The yield is 0.950. (4) The reactants are [NH2:1][C:2]1[CH:15]=[CH:14][C:13]([Cl:16])=[CH:12][C:3]=1[C:4]([C:6]1[CH:11]=[CH:10][CH:9]=[CH:8][CH:7]=1)=[O:5].[C:17](N1C=CN=C1)([N:19]1[CH:23]=[CH:22][N:21]=[CH:20]1)=[O:18]. The catalyst is C(Cl)Cl. The product is [C:4]([C:3]1[CH:12]=[C:13]([Cl:16])[CH:14]=[CH:15][C:2]=1[NH:1][C:17]([N:19]1[CH:23]=[CH:22][N:21]=[CH:20]1)=[O:18])(=[O:5])[C:6]1[CH:7]=[CH:8][CH:9]=[CH:10][CH:11]=1. The yield is 0.699. (5) The reactants are [Cl:1][C:2]1[CH:7]=[C:6]([Cl:8])[CH:5]=[CH:4][C:3]=1[C:9]1[N:10]=[C:11](/[CH:14]=[CH:15]/[C:16]2[CH:21]=[CH:20][C:19]([O:22][CH3:23])=[CH:18][CH:17]=2)[NH:12][CH:13]=1.Br[CH2:25][C:26]([O:28]C)=[O:27]. No catalyst specified. The product is [Cl:1][C:2]1[CH:7]=[C:6]([Cl:8])[CH:5]=[CH:4][C:3]=1[C:9]1[N:10]=[C:11](/[CH:14]=[CH:15]/[C:16]2[CH:17]=[CH:18][C:19]([O:22][CH3:23])=[CH:20][CH:21]=2)[N:12]([CH2:25][C:26]([OH:28])=[O:27])[CH:13]=1. The yield is 0.560. (6) The reactants are [C:1]([C:3]1[CH:4]=[CH:5][C:6]2[O:10][C:9]([C:11]([O:13]C)=[O:12])=[C:8]([CH3:15])[C:7]=2[CH:16]=1)#[N:2].O1CCCC1.O.O.[OH-].[Li+]. The catalyst is CO. The product is [C:1]([C:3]1[CH:4]=[CH:5][C:6]2[O:10][C:9]([C:11]([OH:13])=[O:12])=[C:8]([CH3:15])[C:7]=2[CH:16]=1)#[N:2]. The yield is 0.910. (7) The reactants are Br[C:2]1[O:6][C:5]([CH2:7][O:8][CH3:9])=[C:4]([C:10]([O:12][CH3:13])=[O:11])[CH:3]=1.[F:14][C:15]1[CH:20]=[CH:19][C:18](B(O)O)=[C:17]([CH3:24])[CH:16]=1.C(=O)([O-])[O-].[Na+].[Na+].COCCOC. The catalyst is C1C=CC([P]([Pd]([P](C2C=CC=CC=2)(C2C=CC=CC=2)C2C=CC=CC=2)([P](C2C=CC=CC=2)(C2C=CC=CC=2)C2C=CC=CC=2)[P](C2C=CC=CC=2)(C2C=CC=CC=2)C2C=CC=CC=2)(C2C=CC=CC=2)C2C=CC=CC=2)=CC=1.O. The product is [F:14][C:15]1[CH:20]=[CH:19][C:18]([C:2]2[O:6][C:5]([CH2:7][O:8][CH3:9])=[C:4]([C:10]([O:12][CH3:13])=[O:11])[CH:3]=2)=[C:17]([CH3:24])[CH:16]=1. The yield is 0.920. (8) The reactants are [C:1]([C:5]1[CH:9]=[C:8]([NH2:10])[N:7]([CH3:11])[N:6]=1)([CH3:4])([CH3:3])[CH3:2].C(=O)([O-])[O-].[K+].[K+].Cl[C:19]([O:21][C:22]1[CH:27]=[CH:26][CH:25]=[CH:24][CH:23]=1)=[O:20]. The catalyst is C1COCC1. The product is [C:1]([C:5]1[CH:9]=[C:8]([NH:10][C:19](=[O:20])[O:21][C:22]2[CH:27]=[CH:26][CH:25]=[CH:24][CH:23]=2)[N:7]([CH3:11])[N:6]=1)([CH3:4])([CH3:2])[CH3:3]. The yield is 0.390. (9) The reactants are [CH3:1][O:2][C:3](=[O:16])[C:4]1[CH:9]=[C:8](Cl)[N:7]=[C:6]([NH:11][CH:12]([CH2:14][CH3:15])[CH3:13])[CH:5]=1.[CH3:17][N:18](C)C(=O)C. The catalyst is C1C=CC(/C=C/C(/C=C/C2C=CC=CC=2)=O)=CC=1.C1C=CC(/C=C/C(/C=C/C2C=CC=CC=2)=O)=CC=1.C1C=CC(/C=C/C(/C=C/C2C=CC=CC=2)=O)=CC=1.[Pd].[Pd].C1(P(C2C=CC=CC=2)[C-]2C=CC=C2)C=CC=CC=1.[C-]1(P(C2C=CC=CC=2)C2C=CC=CC=2)C=CC=C1.[Fe+2].[Zn]. The product is [CH3:1][O:2][C:3](=[O:16])[C:4]1[CH:9]=[C:8]([C:17]#[N:18])[N:7]=[C:6]([NH:11][C@H:12]([CH2:14][CH3:15])[CH3:13])[CH:5]=1. The yield is 0.590.